This data is from NCI-60 drug combinations with 297,098 pairs across 59 cell lines. The task is: Regression. Given two drug SMILES strings and cell line genomic features, predict the synergy score measuring deviation from expected non-interaction effect. (1) Drug 1: CC12CCC3C(C1CCC2=O)CC(=C)C4=CC(=O)C=CC34C. Drug 2: C(=O)(N)NO. Cell line: KM12. Synergy scores: CSS=34.2, Synergy_ZIP=-3.49, Synergy_Bliss=-10.5, Synergy_Loewe=-23.9, Synergy_HSA=-9.68. (2) Drug 1: CN(C(=O)NC(C=O)C(C(C(CO)O)O)O)N=O. Synergy scores: CSS=1.63, Synergy_ZIP=-0.751, Synergy_Bliss=-1.35, Synergy_Loewe=-2.60, Synergy_HSA=-1.17. Cell line: SK-OV-3. Drug 2: C(CN)CNCCSP(=O)(O)O. (3) Drug 1: CC1C(C(CC(O1)OC2CC(OC(C2O)C)OC3=CC4=CC5=C(C(=O)C(C(C5)C(C(=O)C(C(C)O)O)OC)OC6CC(C(C(O6)C)O)OC7CC(C(C(O7)C)O)OC8CC(C(C(O8)C)O)(C)O)C(=C4C(=C3C)O)O)O)O. Drug 2: COC1=NC(=NC2=C1N=CN2C3C(C(C(O3)CO)O)O)N. Cell line: MDA-MB-231. Synergy scores: CSS=43.7, Synergy_ZIP=1.41, Synergy_Bliss=-1.82, Synergy_Loewe=-41.7, Synergy_HSA=-2.80. (4) Synergy scores: CSS=39.9, Synergy_ZIP=-0.719, Synergy_Bliss=-1.97, Synergy_Loewe=-0.210, Synergy_HSA=0.133. Drug 1: C1=C(C(=O)NC(=O)N1)F. Cell line: SW-620. Drug 2: CC(C1=C(C=CC(=C1Cl)F)Cl)OC2=C(N=CC(=C2)C3=CN(N=C3)C4CCNCC4)N. (5) Drug 1: CC1=CC=C(C=C1)C2=CC(=NN2C3=CC=C(C=C3)S(=O)(=O)N)C(F)(F)F. Drug 2: C1=CC=C(C(=C1)C(C2=CC=C(C=C2)Cl)C(Cl)Cl)Cl. Cell line: NCI-H322M. Synergy scores: CSS=0.178, Synergy_ZIP=-0.648, Synergy_Bliss=-2.39, Synergy_Loewe=-3.37, Synergy_HSA=-2.89. (6) Drug 1: C1=CC=C(C=C1)NC(=O)CCCCCCC(=O)NO. Drug 2: CC1CCCC2(C(O2)CC(NC(=O)CC(C(C(=O)C(C1O)C)(C)C)O)C(=CC3=CSC(=N3)C)C)C. Cell line: SR. Synergy scores: CSS=65.2, Synergy_ZIP=-1.50, Synergy_Bliss=-2.78, Synergy_Loewe=-3.80, Synergy_HSA=-2.23. (7) Drug 1: C1CN(CCN1C(=O)CCBr)C(=O)CCBr. Drug 2: C(CN)CNCCSP(=O)(O)O. Cell line: SK-MEL-2. Synergy scores: CSS=34.6, Synergy_ZIP=-3.53, Synergy_Bliss=-5.78, Synergy_Loewe=-26.6, Synergy_HSA=-7.32. (8) Drug 1: COC1=C(C=C2C(=C1)N=CN=C2NC3=CC(=C(C=C3)F)Cl)OCCCN4CCOCC4. Drug 2: CN(C)C1=NC(=NC(=N1)N(C)C)N(C)C. Cell line: A549. Synergy scores: CSS=19.1, Synergy_ZIP=-7.45, Synergy_Bliss=-1.45, Synergy_Loewe=-20.2, Synergy_HSA=-4.60. (9) Drug 1: CC1=C(C(=O)C2=C(C1=O)N3CC4C(C3(C2COC(=O)N)OC)N4)N. Drug 2: COC1=C2C(=CC3=C1OC=C3)C=CC(=O)O2. Cell line: OVCAR-5. Synergy scores: CSS=19.1, Synergy_ZIP=-6.18, Synergy_Bliss=-2.71, Synergy_Loewe=-19.5, Synergy_HSA=-4.49. (10) Drug 1: C1=NC2=C(N1)C(=S)N=C(N2)N. Drug 2: CC1=C(C(CCC1)(C)C)C=CC(=CC=CC(=CC(=O)O)C)C. Cell line: SK-MEL-5. Synergy scores: CSS=28.1, Synergy_ZIP=-0.454, Synergy_Bliss=2.62, Synergy_Loewe=-9.01, Synergy_HSA=1.96.